Dataset: Reaction yield outcomes from USPTO patents with 853,638 reactions. Task: Predict the reaction yield, written as a fraction of the theoretical maximum amount of product (1.0 means a 100% yield; for example, 0.34 means a 34% yield). The reactants are [Br:1][C:2]1[CH:3]=[C:4]([CH2:8][CH2:9][NH2:10])[CH:5]=[CH:6][CH:7]=1.C(N(CC)CC)C.[F:18][C:19]([F:30])([F:29])[C:20](O[C:20](=[O:21])[C:19]([F:30])([F:29])[F:18])=[O:21]. The catalyst is ClCCl. The product is [Br:1][C:2]1[CH:3]=[C:4]([CH2:8][CH2:9][NH:10][C:20](=[O:21])[C:19]([F:30])([F:29])[F:18])[CH:5]=[CH:6][CH:7]=1. The yield is 0.720.